This data is from Merck oncology drug combination screen with 23,052 pairs across 39 cell lines. The task is: Regression. Given two drug SMILES strings and cell line genomic features, predict the synergy score measuring deviation from expected non-interaction effect. (1) Drug 1: Cc1nc(Nc2ncc(C(=O)Nc3c(C)cccc3Cl)s2)cc(N2CCN(CCO)CC2)n1. Drug 2: NC1CCCCC1N.O=C(O)C(=O)O.[Pt+2]. Synergy scores: synergy=-24.9. Cell line: ES2. (2) Drug 1: N#Cc1ccc(Cn2cncc2CN2CCN(c3cccc(Cl)c3)C(=O)C2)cc1. Drug 2: COc1cc(C2c3cc4c(cc3C(OC3OC5COC(C)OC5C(O)C3O)C3COC(=O)C23)OCO4)cc(OC)c1O. Cell line: T47D. Synergy scores: synergy=0.287. (3) Drug 1: O=C(CCCCCCC(=O)Nc1ccccc1)NO. Drug 2: NC1CCCCC1N.O=C(O)C(=O)O.[Pt+2]. Cell line: KPL1. Synergy scores: synergy=0.178. (4) Drug 1: C#Cc1cccc(Nc2ncnc3cc(OCCOC)c(OCCOC)cc23)c1. Drug 2: Cn1cc(-c2cnn3c(N)c(Br)c(C4CCCNC4)nc23)cn1. Cell line: A375. Synergy scores: synergy=37.7.